From a dataset of Full USPTO retrosynthesis dataset with 1.9M reactions from patents (1976-2016). Predict the reactants needed to synthesize the given product. (1) Given the product [F:20][C:21]1[CH:22]=[C:23]([CH:26]=[C:27]([F:29])[CH:28]=1)[CH2:24][NH:25][S:16]([C:14]1[S:15][C:11]([C:5]2[CH:4]=[C:3]([CH2:1][CH3:2])[C:8](=[O:9])[NH:7][C:6]=2[CH3:10])=[CH:12][CH:13]=1)(=[O:18])=[O:17], predict the reactants needed to synthesize it. The reactants are: [CH2:1]([C:3]1[C:8](=[O:9])[NH:7][C:6]([CH3:10])=[C:5]([C:11]2[S:15][C:14]([S:16](Cl)(=[O:18])=[O:17])=[CH:13][CH:12]=2)[CH:4]=1)[CH3:2].[F:20][C:21]1[CH:22]=[C:23]([CH:26]=[C:27]([F:29])[CH:28]=1)[CH2:24][NH2:25]. (2) Given the product [NH2:22]/[C:21](/[C:18]1[N:17]=[C:16]2[N:12]([CH2:11][C:7]3[CH:6]=[C:5]4[C:10](=[CH:9][CH:8]=3)[N:1]=[CH:2][CH:3]=[CH:4]4)[N:13]=[N:14][C:15]2=[N:20][CH:19]=1)=[N:23]/[NH:24][C:50]([NH2:48])=[O:51], predict the reactants needed to synthesize it. The reactants are: [N:1]1[C:10]2[C:5](=[CH:6][C:7]([CH2:11][N:12]3[C:16]4=[N:17][C:18]([C:21](=[N:23][NH2:24])[NH2:22])=[CH:19][N:20]=[C:15]4[N:14]=[N:13]3)=[CH:8][CH:9]=2)[CH:4]=[CH:3][CH:2]=1.N1C2C(=CC(CN3C4=NC(C#N)=CN=C4N=N3)=CC=2)C=CC=1.Cl.[NH:48]([C:50](N)=[O:51])N. (3) Given the product [CH3:47][C:48]1([CH3:54])[CH2:53][O:52][CH2:51][CH2:50][N:49]1[C:18]([C:17]1[C:13]2[CH2:12][O:11][C:6]3[CH:7]=[C:8]([O:9][CH3:10])[C:3]([C:1]#[N:2])=[CH:4][C:5]=3[C:14]=2[N:15]([C:21]2[CH:25]=[CH:24][S:23][CH:22]=2)[N:16]=1)=[O:19], predict the reactants needed to synthesize it. The reactants are: [C:1]([C:3]1[C:8]([O:9][CH3:10])=[CH:7][C:6]2[O:11][CH2:12][C:13]3[C:17]([C:18](O)=[O:19])=[N:16][N:15]([C:21]4[CH:25]=[CH:24][S:23][CH:22]=4)[C:14]=3[C:5]=2[CH:4]=1)#[N:2].C(Cl)Cl.C(P1(=O)OP(=O)(CCC)OP(=O)(CCC)O1)CC.[CH3:47][C:48]1([CH3:54])[CH2:53][O:52][CH2:51][CH2:50][NH:49]1.C(N(C(C)C)C(C)C)C. (4) Given the product [CH3:16][S:14][C:4]1[N:3]=[C:2]([NH2:1])[CH:7]=[C:6]([C:8]2[CH:13]=[CH:12][CH:11]=[CH:10][N:9]=2)[N:5]=1, predict the reactants needed to synthesize it. The reactants are: [NH2:1][C:2]1[CH:7]=[C:6]([C:8]2[CH:13]=[CH:12][CH:11]=[CH:10][N:9]=2)[N:5]=[C:4]([SH:14])[N:3]=1.O1C=CC=[C:16]1C1N=C(SC)N=C(N)C=1. (5) Given the product [CH2:1]([N:8]1[CH:9]([CH3:13])[CH2:10][CH2:11][O:12][CH2:22][C:23]1=[O:24])[C:2]1[CH:7]=[CH:6][CH:5]=[CH:4][CH:3]=1, predict the reactants needed to synthesize it. The reactants are: [CH2:1]([NH:8][CH:9]([CH3:13])[CH2:10][CH2:11][OH:12])[C:2]1[CH:7]=[CH:6][CH:5]=[CH:4][CH:3]=1.C(N(CC)CC)C.Cl[CH2:22][C:23](Cl)=[O:24].Cl.[OH-].[K+]. (6) Given the product [N:30]([CH2:26][C:10]1[C:11]([NH:12][CH:13]2[CH2:18][CH2:17][N:16]([C:19]([O:21][C:22]([CH3:25])([CH3:24])[CH3:23])=[O:20])[CH2:15][CH2:14]2)=[C:6]2[CH:5]=[N:4][N:3]([CH2:1][CH3:2])[C:7]2=[N:8][C:9]=1[CH2:28][CH3:29])=[N+:31]=[N-:32], predict the reactants needed to synthesize it. The reactants are: [CH2:1]([N:3]1[C:7]2=[N:8][C:9]([CH2:28][CH3:29])=[C:10]([CH2:26]O)[C:11]([NH:12][CH:13]3[CH2:18][CH2:17][N:16]([C:19]([O:21][C:22]([CH3:25])([CH3:24])[CH3:23])=[O:20])[CH2:15][CH2:14]3)=[C:6]2[CH:5]=[N:4]1)[CH3:2].[N-:30]=[N+:31]=[N-:32].[Na+].C(Br)(Br)(Br)Br.C1(P(C2C=CC=CC=2)C2C=CC=CC=2)C=CC=CC=1. (7) Given the product [Cl:1][C:2]1[CH:6]=[N:5][N:4]([CH3:7])[C:3]=1[C:8]1[CH:9]=[C:10]([NH:16][C:27]([NH:26][C:21]2[CH:22]=[CH:23][CH:24]=[CH:25][C:20]=2[O:19][C:18]([F:17])([F:29])[F:30])=[O:28])[CH:11]=[CH:12][C:13]=1[O:14][CH3:15], predict the reactants needed to synthesize it. The reactants are: [Cl:1][C:2]1[CH:6]=[N:5][N:4]([CH3:7])[C:3]=1[C:8]1[CH:9]=[C:10]([NH2:16])[CH:11]=[CH:12][C:13]=1[O:14][CH3:15].[F:17][C:18]([F:30])([F:29])[O:19][C:20]1[CH:25]=[CH:24][CH:23]=[CH:22][C:21]=1[N:26]=[C:27]=[O:28]. (8) Given the product [CH2:1]([O:3][C:4](=[O:27])[CH2:5][CH2:6][C:7]1[CH:8]=[CH:9][C:10]([C:13]2[CH:18]=[CH:17][C:16]([C:19]3[O:23][N:22]=[C:21]([CH3:24])[C:20]=3[CH:25]([OH:26])[C:28]#[CH:29])=[CH:15][CH:14]=2)=[CH:11][CH:12]=1)[CH3:2], predict the reactants needed to synthesize it. The reactants are: [CH2:1]([O:3][C:4](=[O:27])[CH2:5][CH2:6][C:7]1[CH:12]=[CH:11][C:10]([C:13]2[CH:18]=[CH:17][C:16]([C:19]3[O:23][N:22]=[C:21]([CH3:24])[C:20]=3[CH:25]=[O:26])=[CH:15][CH:14]=2)=[CH:9][CH:8]=1)[CH3:2].[C:28]([Mg]Br)#[CH:29].